From a dataset of Rat liver microsome stability data. Regression/Classification. Given a drug SMILES string, predict its absorption, distribution, metabolism, or excretion properties. Task type varies by dataset: regression for continuous measurements (e.g., permeability, clearance, half-life) or binary classification for categorical outcomes (e.g., BBB penetration, CYP inhibition). Dataset: rlm. (1) The drug is CCOc1ccc(-c2nnc(SCC(=O)NCc3ccccc3Cl)o2)cc1. The result is 1 (stable in rat liver microsomes). (2) The drug is Fc1ccc(C2CCN(CCCc3c[nH]c4ccc(F)cc34)CC2)c(-c2ccccc2)c1. The result is 0 (unstable in rat liver microsomes). (3) The drug is COc1ccc(C(=O)N2CCN(c3ccccn3)CC2)cc1C#Cc1nccs1. The result is 1 (stable in rat liver microsomes). (4) The molecule is CNC(=O)[C@@H](NC(=O)c1ccc(-c2ccc(CSc3nc(O)cc(C(F)(F)F)n3)c(F)c2)o1)C(C)C. The result is 0 (unstable in rat liver microsomes). (5) The compound is CCCN1C[C@H]2N(C(=O)[C@H]3CC[C@H](C(=O)O)CC3)CC[C@@]2(S(=O)(=O)c2ccc(F)cc2)c2ccc(C(F)(C(F)(F)F)C(F)(F)F)cc21. The result is 0 (unstable in rat liver microsomes).